Dataset: Experimentally validated miRNA-target interactions with 360,000+ pairs, plus equal number of negative samples. Task: Binary Classification. Given a miRNA mature sequence and a target amino acid sequence, predict their likelihood of interaction. (1) The miRNA is mmu-miR-374b-5p with sequence AUAUAAUACAACCUGCUAAGUG. The protein sequence of the target gene is MPGAGDGVEESCSGGEGAVPGTGSEAGAVAGREPSRLCGYLQKLSGKGPLRGYRSRWFVFDSRRCYLYYFKSPQDALPLGHLDIADACFSYQGRDEAAEPGADPPTHFQVHSAGAVTVLKAPNRELMTYWLQELQQKRWEYCNSLDMMKWDSRTSPTPGDFPKGLVARDTTDIISQHPNPSAEKARTVLAVEAAPGELVGDRAAHQPAPGHPNPINFYSLKQWGNELKNSMSSFRPGRGHSESRRTVFYTNEEWELLDPPPKDLEESLVPEERKKPMPEGSKGVASSGFPFEFGRNPYKG.... Result: 0 (no interaction). (2) The miRNA is hsa-miR-6727-3p with sequence UCCUGCCACCUCCUCCGCAG. The protein sequence of the target gene is MALYELFSHPVERSYRAGLCSKAALFLLLAAALTYIPPLLVAFRSHGFWLKRSSYEEQPTVRFQHQVLLVALLGPESDGFLAWSTFPAFNRLQGDRLRVPLVSTREEDRNQDGKTDMLHFKLELPLQSTEHVLGVQLILTFSYRLHRMATLVMQSMAFLQSSFPVPGSQLYVNGDLRLQQKQPLSCGGLDARYNISVINGTSPFAYDYDLTHIVAAYQERNVTTVLNDPNPIWLVGRAADAPFVINAIIRYPVEVISYQPGFWEMVKFAWVQYVSILLIFLWVFERIKIFVFQNQVVTTI.... Result: 1 (interaction). (3) The miRNA is mmu-miR-874-3p with sequence CUGCCCUGGCCCGAGGGACCGA. The protein sequence of the target gene is MKEEVKGIPVRVALRCRPLVPKEISEGCQMCLSFVPGETQVVVGTDKSFTYDFVFDPCTEQEEVFNKAVAPLIKGIFKGYNATVLAYGQTGSGKTYSMGGAYTAEQENEPTVGIIPRVIQLLFKEIDKKSDFEFTLKVSYLEIYNEEILDLLCPSREKAQINIREDPKEGIKIVGLTEKTVLVALDTVSCLEQGNNSRTVASTAMNSQSSRSHAIFTISIEQRKKSDKNCSFRSKLHLVDLAGSERQKKTKAEGDRLKEGININRGLLCLGNVISALGDDKKGSFVPYRDSKLTRLLQDS.... Result: 0 (no interaction). (4) The miRNA is hsa-miR-3170 with sequence CUGGGGUUCUGAGACAGACAGU. The protein sequence of the target gene is MTQNKLKLCSKANVYTEVPDGGWGWAVAVSFFFVEVFTYGIIKTFGVFFNDLMDSFNESNSRISWIISICVFVLTFSAPLATVLSNRFGHRLVVMLGGLLVSTGMVAASFSQEVSHMYVAIGIISGLGYCFSFLPTVTILSQYFGKRRSIVTAVASTGECFAVFAFAPAIMALKERIGWRYSLLFVGLLQLNIVIFGALLRPIFIRGPASPKIVIQENRKEAQYMLENEKTRTSIDSIDSGVELTTSPKNVPTHTNLELEPKADMQQVLVKTSPRPSEKKAPLLDFSILKEKSFICYALF.... Result: 0 (no interaction). (5) The miRNA is hsa-miR-6808-5p with sequence CAGGCAGGGAGGUGGGACCAUG. The protein sequence of the target gene is MHQTLCLNPESLKMSACSDFVEHIWKPGSCKNCFCLRSDHQLVAGPPQPRAGSLPPPPRLPPRPENCRLEDEGVNSSPYSKPTIAVKPTMMSSEASDVWTEANLSAEVSQVIWRRAPGKLPLPKQEDAPVVYLGSFRGVQKPAGPSTSPDGNSRCPPAYTMVGLHNLEPRGERNIAFHPVSFPEEKAVHKEKPSFPYQDRPSTQESFRQKLAAFAGTTSGCHQGPGPLRESLPSEDDSDQRCSPSGDSEGGEYCSILDCCPGSPVAKAASQTAGSRGRHGGRDCSPTCWEQGKCSGPAEQ.... Result: 1 (interaction).